This data is from Full USPTO retrosynthesis dataset with 1.9M reactions from patents (1976-2016). The task is: Predict the reactants needed to synthesize the given product. (1) Given the product [CH3:3][N:2]1[CH:4]=[C:15]([C:16]2[S:17][CH:18]=[CH:19][N:20]=2)[CH:14]=[N:13]1, predict the reactants needed to synthesize it. The reactants are: C[N:2]([CH:4]=O)[CH3:3].C(Cl)(=O)C(Cl)=O.C[N:13](C)/[CH:14]=[CH:15]/[C:16]1[S:17][CH:18]=[CH:19][N:20]=1.CNC. (2) Given the product [F:39][C:36]([F:37])([F:38])[C:32]1[CH:31]=[C:30]([NH:29][C:28]([N:24]2[C:25]3[C:21](=[CH:20][C:19]([O:18][C:14]4[C:15]5[CH2:16][CH2:17][NH:8][CH:9]([CH3:41])[C:10]=5[N:11]=[CH:12][N:13]=4)=[CH:27][CH:26]=3)[CH:22]=[CH:23]2)=[O:40])[CH:35]=[CH:34][CH:33]=1, predict the reactants needed to synthesize it. The reactants are: C(OC([N:8]1[CH2:17][CH2:16][C:15]2[C:14]([O:18][C:19]3[CH:20]=[C:21]4[C:25](=[CH:26][CH:27]=3)[N:24]([C:28](=[O:40])[NH:29][C:30]3[CH:35]=[CH:34][CH:33]=[C:32]([C:36]([F:39])([F:38])[F:37])[CH:31]=3)[CH:23]=[CH:22]4)=[N:13][CH:12]=[N:11][C:10]=2[CH:9]1[CH3:41])=O)(C)(C)C.C(O)(C(F)(F)F)=O. (3) The reactants are: [CH3:1][O:2][C:3]1[CH:15]=[CH:14][C:6]([CH2:7][NH:8][C:9]2[S:13][N:12]=[CH:11][N:10]=2)=[CH:5][CH:4]=1.C[Si]([N-][Si](C)(C)C)(C)C.[Li+].[F:26][C:27]1[CH:28]=[C:29]([S:36](Cl)(=[O:38])=[O:37])[CH:30]=[CH:31][C:32]=1[N+:33]([O-:35])=[O:34]. Given the product [F:26][C:27]1[CH:28]=[C:29]([S:36]([N:8]([CH2:7][C:6]2[CH:5]=[CH:4][C:3]([O:2][CH3:1])=[CH:15][CH:14]=2)[C:9]2[S:13][N:12]=[CH:11][N:10]=2)(=[O:37])=[O:38])[CH:30]=[CH:31][C:32]=1[N+:33]([O-:35])=[O:34], predict the reactants needed to synthesize it.